Dataset: Peptide-MHC class I binding affinity with 185,985 pairs from IEDB/IMGT. Task: Regression. Given a peptide amino acid sequence and an MHC pseudo amino acid sequence, predict their binding affinity value. This is MHC class I binding data. (1) The peptide sequence is ALRDGRLQL. The MHC is HLA-B15:01 with pseudo-sequence HLA-B15:01. The binding affinity (normalized) is 0.494. (2) The peptide sequence is RVFNGDDVK. The MHC is HLA-A31:01 with pseudo-sequence HLA-A31:01. The binding affinity (normalized) is 0.229. (3) The peptide sequence is PSEVSPIAQ. The MHC is HLA-A30:01 with pseudo-sequence HLA-A30:01. The binding affinity (normalized) is 0.0847. (4) The MHC is HLA-A80:01 with pseudo-sequence HLA-A80:01. The peptide sequence is RTADIGACM. The binding affinity (normalized) is 0.0847.